From a dataset of Forward reaction prediction with 1.9M reactions from USPTO patents (1976-2016). Predict the product of the given reaction. (1) The product is: [Si:1]([CH:18]([OH:25])[C@H:19]1[O:23][C:22](=[O:24])[C@H:21]([Se:47][C:41]2[CH:46]=[CH:45][CH:44]=[CH:43][CH:42]=2)[CH2:20]1)([C:14]([CH3:17])([CH3:15])[CH3:16])([C:8]1[CH:13]=[CH:12][CH:11]=[CH:10][CH:9]=1)[C:2]1[CH:7]=[CH:6][CH:5]=[CH:4][CH:3]=1. Given the reactants [Si:1]([CH:18]([OH:25])[C@H:19]1[O:23][C:22](=[O:24])[CH2:21][CH2:20]1)([C:14]([CH3:17])([CH3:16])[CH3:15])([C:8]1[CH:13]=[CH:12][CH:11]=[CH:10][CH:9]=1)[C:2]1[CH:7]=[CH:6][CH:5]=[CH:4][CH:3]=1.C[Si]([N-][Si](C)(C)C)(C)C.[Li+].[Si](Cl)(C)(C)C.[C:41]1([Se:47]Br)[CH:46]=[CH:45][CH:44]=[CH:43][CH:42]=1, predict the reaction product. (2) Given the reactants [Br:1][C:2]1[CH:11]=[C:10]2[C:5]([C:6]([SH:12])=[CH:7][CH:8]=[N:9]2)=[CH:4][CH:3]=1.Br[C:14]1([C:18]([O:20][CH2:21][CH3:22])=[O:19])[CH2:17][CH2:16][CH2:15]1.C(=O)([O-])[O-].[Cs+].[Cs+].CN(C)C=O, predict the reaction product. The product is: [Br:1][C:2]1[CH:11]=[C:10]2[C:5]([C:6]([S:12][C:14]3([C:18]([O:20][CH2:21][CH3:22])=[O:19])[CH2:17][CH2:16][CH2:15]3)=[CH:7][CH:8]=[N:9]2)=[CH:4][CH:3]=1. (3) Given the reactants CC1C=CC(S(O)(=O)=O)=CC=1.[O:12]1[C:16]2[CH:17]=[CH:18][C:19]([CH:21]([CH2:28][C:29]3[O:33][N:32]=[C:31]([CH2:34][CH2:35][CH2:36][CH2:37][O:38]C4CCCCO4)[N:30]=3)[CH2:22][C:23]([O:25][CH2:26][CH3:27])=[O:24])=[CH:20][C:15]=2[O:14][CH2:13]1.C(O)C.CCN(C(C)C)C(C)C, predict the reaction product. The product is: [O:12]1[C:16]2[CH:17]=[CH:18][C:19]([CH:21]([CH2:28][C:29]3[O:33][N:32]=[C:31]([CH2:34][CH2:35][CH2:36][CH2:37][OH:38])[N:30]=3)[CH2:22][C:23]([O:25][CH2:26][CH3:27])=[O:24])=[CH:20][C:15]=2[O:14][CH2:13]1. (4) Given the reactants [CH:1]([C:3]1[NH:7][C:6]([C:8]([OH:10])=O)=[C:5]([CH3:11])[CH:4]=1)=[O:2].C1C=CC2N(O)N=NC=2C=1.C(Cl)CCl.[CH3:26][N:27]1[CH2:32][CH2:31][NH:30][CH2:29][CH2:28]1, predict the reaction product. The product is: [CH3:11][C:5]1[CH:4]=[C:3]([CH:1]=[O:2])[NH:7][C:6]=1[C:8]([N:30]1[CH2:31][CH2:32][N:27]([CH3:26])[CH2:28][CH2:29]1)=[O:10]. (5) Given the reactants [CH3:1][C:2]1[CH:7]=[CH:6][N:5]=[CH:4][C:3]=1[C:8](=[O:10])[CH3:9].[BrH:11].BrBr, predict the reaction product. The product is: [BrH:11].[Br:11][CH2:9][C:8]([C:3]1[CH:4]=[N:5][CH:6]=[CH:7][C:2]=1[CH3:1])=[O:10]. (6) Given the reactants Cl.Cl.[CH:3]1([NH:6][C:7]([NH:9][C:10]2[CH:15]=[CH:14][C:13]([O:16][C:17]3[CH:22]=[CH:21][N:20]=[C:19]4[CH:23]=[C:24]([C:26]5[CH2:27][CH2:28][NH:29][CH2:30][CH:31]=5)[S:25][C:18]=34)=[C:12]([F:32])[CH:11]=2)=[O:8])[CH2:5][CH2:4]1.CCN([CH:39]([CH3:41])[CH3:40])C(C)C.CC(C[C:48](Cl)=[O:49])C(Cl)=O.[OH2:51].CN([CH:55]=[O:56])C, predict the reaction product. The product is: [CH:3]1([NH:6][C:7](=[O:8])[NH:9][C:10]2[CH:15]=[CH:14][C:13]([O:16][C:17]3[CH:22]=[CH:21][N:20]=[C:19]4[CH:23]=[C:24]([C:26]5[CH2:27][CH2:28][N:29]([C:48](=[O:49])[CH2:41][CH2:39][C:40]([O:56][CH3:55])=[O:51])[CH2:30][CH:31]=5)[S:25][C:18]=34)=[C:12]([F:32])[CH:11]=2)[CH2:5][CH2:4]1. (7) Given the reactants [Cl:1][C:2]1[CH:7]=[CH:6][CH:5]=[CH:4][C:3]=1[C:8]1[C:29](I)=[C:11]2[N:12]=[C:13]([CH3:28])[N:14]=[C:15]([N:16]3[CH2:21][CH2:20][C:19]([NH:25][CH2:26][CH3:27])([C:22]([NH2:24])=[O:23])[CH2:18][CH2:17]3)[N:10]2[N:9]=1.[F:31][C:32]1[CH:37]=[CH:36][C:35](B(O)O)=[CH:34][CH:33]=1, predict the reaction product. The product is: [Cl:1][C:2]1[CH:7]=[CH:6][CH:5]=[CH:4][C:3]=1[C:8]1[C:29]([C:35]2[CH:36]=[CH:37][C:32]([F:31])=[CH:33][CH:34]=2)=[C:11]2[N:12]=[C:13]([CH3:28])[N:14]=[C:15]([N:16]3[CH2:21][CH2:20][C:19]([NH:25][CH2:26][CH3:27])([C:22]([NH2:24])=[O:23])[CH2:18][CH2:17]3)[N:10]2[N:9]=1. (8) Given the reactants Cl.[NH2:2][C@H:3]1[CH2:20][CH2:19][C@@:18]2([CH3:21])[CH:5]([C:6](=[O:23])[CH2:7][C@@H:8]3[C@@H:17]2[CH2:16][CH2:15][C@@:13]2([CH3:14])[C@H:9]3[CH2:10][CH2:11][C:12]2=[O:22])[CH2:4]1.[OH-].[K+].[C:26]([O:30][C:31]([NH:33][CH2:34][CH2:35][CH2:36][C:37](O)=[O:38])=[O:32])([CH3:29])([CH3:28])[CH3:27].CCN=C=NCCCN(C)C, predict the reaction product. The product is: [C:26]([O:30][C:31]([NH:33][CH2:34][CH2:35][CH2:36][C:37]([NH:2][C@H:3]1[CH2:20][CH2:19][C@@:18]2([CH3:21])[CH:5]([C:6](=[O:23])[CH2:7][C@@H:8]3[C@@H:17]2[CH2:16][CH2:15][C@@:13]2([CH3:14])[C@H:9]3[CH2:10][CH2:11][C:12]2=[O:22])[CH2:4]1)=[O:38])=[O:32])([CH3:29])([CH3:28])[CH3:27].